This data is from Full USPTO retrosynthesis dataset with 1.9M reactions from patents (1976-2016). The task is: Predict the reactants needed to synthesize the given product. (1) Given the product [C:1]1([C:7](=[N:14][C:15]([CH3:21])([CH2:18][CH2:19][F:20])[C:16]#[N:17])[C:8]2[CH:9]=[CH:10][CH:11]=[CH:12][CH:13]=2)[CH:2]=[CH:3][CH:4]=[CH:5][CH:6]=1, predict the reactants needed to synthesize it. The reactants are: [C:1]1([C:7](=[N:14][CH:15]([CH2:18][CH2:19][F:20])[C:16]#[N:17])[C:8]2[CH:13]=[CH:12][CH:11]=[CH:10][CH:9]=2)[CH:6]=[CH:5][CH:4]=[CH:3][CH:2]=1.[CH2:21]([Li])CCC.IC. (2) Given the product [CH3:3][N:4]1[C:8]2[CH:9]=[C:10]([C:13]3[CH:14]=[C:15]([CH:16]=[CH:17][CH:18]=3)[NH:26][CH2:21][C@H:22]3[CH2:24][O:23]3)[CH:11]=[CH:12][C:7]=2[N:6]=[CH:5]1, predict the reactants needed to synthesize it. The reactants are: [H-].[Na+].[CH3:3][N:4]1[C:8]2[CH:9]=[C:10]([C:13]3[CH:14]=[C:15](O)[CH:16]=[CH:17][CH:18]=3)[CH:11]=[CH:12][C:7]=2[N:6]=[CH:5]1.Cl[CH2:21][C@@H:22]1[CH2:24][O:23]1.C[N:26](C=O)C.